Dataset: Reaction yield outcomes from USPTO patents with 853,638 reactions. Task: Predict the reaction yield, written as a fraction of the theoretical maximum amount of product (1.0 means a 100% yield; for example, 0.34 means a 34% yield). (1) The yield is 0.520. The catalyst is C(OCC)(=O)C. The reactants are [C:1]([NH:4][CH:5]([CH2:9][SH:10])[C:6]([OH:8])=[O:7])(=[O:3])[CH3:2].[OH:11][C:12]1C2N=NNC=2C=CC=1.[CH2:33]1[CH2:34][CH2:35][CH:30]([N:29]=C=[N:29][CH:30]2[CH2:35][CH2:34][CH2:33][CH2:32][CH2:31]2)[CH2:31][CH2:32]1.CN(C)C=[O:39]. The product is [NH2:29][C:30]1[CH:31]=[CH:32][C:33]([O:7][C:6](=[O:8])[CH:5]([NH:4][C:1](=[O:3])[CH3:2])[CH2:9][SH:10])=[C:34]([CH:35]=1)[C:12]([OH:11])=[O:39]. (2) The reactants are [CH:1]1([NH:6][C:7]2[CH:12]=[CH:11][N:10]3[N:13]=[C:14]([C:19]4[CH:24]=[CH:23][C:22]([O:25][CH3:26])=[CH:21][CH:20]=4)[C:15]([C:16](=[O:18])[CH3:17])=[C:9]3[CH:8]=2)[CH2:5][CH2:4][CH2:3][CH2:2]1.O.CO[CH:30](OC)[N:31]([CH3:33])[CH3:32]. No catalyst specified. The product is [CH:1]1([NH:6][C:7]2[CH:12]=[CH:11][N:10]3[N:13]=[C:14]([C:19]4[CH:20]=[CH:21][C:22]([O:25][CH3:26])=[CH:23][CH:24]=4)[C:15]([C:16](=[O:18])[CH:17]=[CH:30][N:31]([CH3:33])[CH3:32])=[C:9]3[CH:8]=2)[CH2:5][CH2:4][CH2:3][CH2:2]1. The yield is 0.800. (3) The reactants are Cl.Cl[CH2:3][C:4]1[CH:9]=[CH:8][N:7]=[CH:6][CH:5]=1.[CH3:10][NH2:11].CCO. No catalyst specified. The product is [CH3:10][NH:11][CH2:3][C:4]1[CH:9]=[CH:8][N:7]=[CH:6][CH:5]=1. The yield is 0.790. (4) The product is [Cl:1][C:2]1[CH:3]=[CH:4][C:5]([C:8]2[CH:13]=[CH:12][CH:11]=[CH:10][C:9]=2[C@H:14]([NH:30][S@:31]([C:33]([CH3:34])([CH3:35])[CH3:36])=[O:32])[CH:15]2[CH2:16][CH2:17][N:18]([C:21]3[CH:22]=[CH:23][C:24]([C:25]([NH:77][S:74]([C:71]4[CH:72]=[CH:73][C:68]([NH:67][C@H:58]([CH2:57][CH2:56][N:53]5[CH2:54][CH2:55][O:50][CH2:51][CH2:52]5)[CH2:59][S:60][C:61]5[CH:66]=[CH:65][CH:64]=[CH:63][CH:62]=5)=[C:69]([S:78]([C:81]([F:83])([F:84])[F:82])(=[O:80])=[O:79])[CH:70]=4)(=[O:75])=[O:76])=[O:26])=[CH:28][CH:29]=3)[CH2:19][CH2:20]2)=[CH:6][CH:7]=1. The reactants are [Cl:1][C:2]1[CH:7]=[CH:6][C:5]([C:8]2[CH:13]=[CH:12][CH:11]=[CH:10][C:9]=2[C@H:14]([NH:30][S@:31]([C:33]([CH3:36])([CH3:35])[CH3:34])=[O:32])[CH:15]2[CH2:20][CH2:19][N:18]([C:21]3[CH:29]=[CH:28][C:24]([C:25](O)=[O:26])=[CH:23][CH:22]=3)[CH2:17][CH2:16]2)=[CH:4][CH:3]=1.C(Cl)CCl.CCN(C(C)C)C(C)C.[O:50]1[CH2:55][CH2:54][N:53]([CH2:56][CH2:57][C@@H:58]([NH:67][C:68]2[CH:73]=[CH:72][C:71]([S:74]([NH2:77])(=[O:76])=[O:75])=[CH:70][C:69]=2[S:78]([C:81]([F:84])([F:83])[F:82])(=[O:80])=[O:79])[CH2:59][S:60][C:61]2[CH:66]=[CH:65][CH:64]=[CH:63][CH:62]=2)[CH2:52][CH2:51]1. The catalyst is CN(C1C=CN=CC=1)C.C(Cl)Cl. The yield is 0.690. (5) The reactants are [C:1]([O:5][CH2:6][CH2:7][CH2:8][CH3:9])(=[O:4])[CH:2]=[CH2:3].C(O)(=O)C1C=CC=CC=1.[C:19]([C:23]1[CH:28]=[C:27]([C:29]([CH3:32])([CH3:31])[CH3:30])[CH:26]=[C:25]([CH2:33]OCCCC)[C:24]=1[OH:39])([CH3:22])([CH3:21])[CH3:20]. The catalyst is C(O)CCC. The yield is 0.870. The product is [C:29]([C:27]1[CH:26]=[C:25]2[C:24](=[C:23]([C:19]([CH3:22])([CH3:21])[CH3:20])[CH:28]=1)[O:39][CH:2]([C:1]([O:5][CH2:6][CH2:7][CH2:8][CH3:9])=[O:4])[CH2:3][CH2:33]2)([CH3:31])([CH3:32])[CH3:30]. (6) The reactants are [F:1][C:2]1[C:18]([CH:19]=O)=[C:17]([B:21]2[O:25]C(C)(C)C(C)(C)[O:22]2)[CH:16]=[CH:15][C:3]=1[O:4][C:5]1[CH:12]=[CH:11][C:8]([C:9]#[N:10])=[C:7]([O:13][CH3:14])[N:6]=1.[BH4-].[Na+].Cl. The catalyst is CO. The product is [F:1][C:2]1[C:18]2[CH2:19][O:22][B:21]([OH:25])[C:17]=2[CH:16]=[CH:15][C:3]=1[O:4][C:5]1[CH:12]=[CH:11][C:8]([C:9]#[N:10])=[C:7]([O:13][CH3:14])[N:6]=1. The yield is 0.200.